This data is from Full USPTO retrosynthesis dataset with 1.9M reactions from patents (1976-2016). The task is: Predict the reactants needed to synthesize the given product. (1) The reactants are: [NH2:1][C:2]1[C:3]([CH3:14])=[C:4]([CH:9]=[C:10]([Br:13])[C:11]=1[CH3:12])[C:5]([O:7][CH3:8])=[O:6].[C:15]1(=O)[CH2:19][CH2:18][CH2:17][CH2:16]1.C(O)(=O)C.C([BH3-])#N.[Na+]. Given the product [Br:13][C:10]1[C:11]([CH3:12])=[C:2]([NH:1][CH:15]2[CH2:19][CH2:18][CH2:17][CH2:16]2)[C:3]([CH3:14])=[C:4]([CH:9]=1)[C:5]([O:7][CH3:8])=[O:6], predict the reactants needed to synthesize it. (2) Given the product [ClH:1].[ClH:1].[CH3:35][N:34]([CH2:33][C:32]1[N:26]=[C:25]([C:22]2[CH:23]=[C:24]3[C:19](=[CH:20][CH:21]=2)[NH:18][N:17]=[C:16]3[C:12]2[CH:11]=[C:10]([C:8]([NH:7][CH:3]3[CH2:6][CH2:5][CH2:4]3)=[O:9])[CH:15]=[CH:14][CH:13]=2)[NH:30][N:31]=1)[CH3:36], predict the reactants needed to synthesize it. The reactants are: [ClH:1].Cl.[CH:3]1([NH:7][C:8]([C:10]2[CH:15]=[CH:14][CH:13]=[C:12]([C:16]3[C:24]4[C:19](=[CH:20][CH:21]=[C:22]([CH:25]=[N:26]OCC)[CH:23]=4)[NH:18][N:17]=3)[CH:11]=2)=[O:9])[CH2:6][CH2:5][CH2:4]1.[NH2:30][NH:31][C:32](=O)[CH2:33][N:34]([CH3:36])[CH3:35].C[O-].[Na+]. (3) Given the product [CH3:11][C:8]1([CH3:12])[C:7](=[O:13])[NH:6][C:5]2[N:14]=[CH:15][C:2](/[CH:31]=[CH:30]/[C:29]([N:28]([CH2:27][C:19]3[O:20][C:21]4[CH:26]=[CH:25][CH:24]=[CH:23][C:22]=4[C:18]=3[CH2:16][CH3:17])[CH3:33])=[O:32])=[CH:3][C:4]=2[CH2:10][NH:9]1, predict the reactants needed to synthesize it. The reactants are: Br[C:2]1[CH:15]=[N:14][C:5]2[NH:6][C:7](=[O:13])[C:8]([CH3:12])([CH3:11])[NH:9][CH2:10][C:4]=2[CH:3]=1.[CH2:16]([C:18]1[C:22]2[CH:23]=[CH:24][CH:25]=[CH:26][C:21]=2[O:20][C:19]=1[CH2:27][N:28]([CH3:33])[C:29](=[O:32])[CH:30]=[CH2:31])[CH3:17].C(N(C(C)C)C(C)C)C.CC1C=CC=CC=1P(C1C=CC=CC=1C)C1C=CC=CC=1C. (4) Given the product [OH:37][C@@H:18]([C@H:19]1[C:22](=[O:23])[N:21]2[C@@H:20]1[S:26][C:25]([S:27][C@H:28]1[CH2:29][CH2:30][S@@:31](=[O:33])[CH2:32]1)=[C:24]2[C:34]([O:36][CH2:8][O:9][C:10](=[O:16])[CH:11]([CH2:14][CH3:15])[CH2:12][CH3:13])=[O:35])[CH3:17], predict the reactants needed to synthesize it. The reactants are: COC(C)(C)C.I[CH2:8][O:9][C:10](=[O:16])[CH:11]([CH2:14][CH3:15])[CH2:12][CH3:13].[CH3:17][C@@H:18]([OH:37])[C@H:19]1[C:22](=[O:23])[N:21]2[C:24]([C:34]([OH:36])=[O:35])=[C:25]([S:27][C@@H:28]3[CH2:32][S+:31]([O-:33])[CH2:30][CH2:29]3)[S:26][C@H:20]12.C(N(CC)C(C)C)(C)C. (5) The reactants are: [CH3:1][O:2][C:3]1[CH:4]=[C:5]([CH:33]=[CH:34][C:35]=1[O:36][CH3:37])[CH2:6][NH:7][C:8]1[N:13]2[N:14]=[C:15]([C:17]3[O:18][CH:19]=[CH:20][CH:21]=3)[N:16]=[C:12]2[CH:11]=[C:10]([C:22]2[CH:27]=[CH:26][CH:25]=[C:24]([CH:28]3OCC[O:29]3)[CH:23]=2)[N:9]=1.Cl.[OH-].[Na+]. Given the product [CH3:1][O:2][C:3]1[CH:4]=[C:5]([CH:33]=[CH:34][C:35]=1[O:36][CH3:37])[CH2:6][NH:7][C:8]1[N:13]2[N:14]=[C:15]([C:17]3[O:18][CH:19]=[CH:20][CH:21]=3)[N:16]=[C:12]2[CH:11]=[C:10]([C:22]2[CH:27]=[CH:26][CH:25]=[C:24]([CH:28]=[O:29])[CH:23]=2)[N:9]=1, predict the reactants needed to synthesize it.